From a dataset of Catalyst prediction with 721,799 reactions and 888 catalyst types from USPTO. Predict which catalyst facilitates the given reaction. (1) Reactant: [F:1][C:2]1[CH:7]=[C:6]([S:8]([CH3:11])(=[O:10])=[O:9])[CH:5]=[C:4]([F:12])[C:3]=1[NH:13][C@H:14]1[CH2:19][CH2:18][CH2:17][N:16]([CH:20]2[CH2:25][CH2:24][N:23](C(OC(C)(C)C)=O)[CH2:22][CH2:21]2)[C:15]1=[O:33].C(O)(C(F)(F)F)=O. Product: [F:12][C:4]1[CH:5]=[C:6]([S:8]([CH3:11])(=[O:10])=[O:9])[CH:7]=[C:2]([F:1])[C:3]=1[NH:13][C@H:14]1[CH2:19][CH2:18][CH2:17][N:16]([CH:20]2[CH2:21][CH2:22][NH:23][CH2:24][CH2:25]2)[C:15]1=[O:33]. The catalyst class is: 2. (2) The catalyst class is: 11. Reactant: Cl[C:2](=[CH2:5])C#N.[CH2:6]([NH:8][CH2:9][CH2:10][OH:11])[CH3:7].C[C:13](C)([O-:15])C.[K+].C1C[O:21]CC1. Product: [CH2:6]([N:8]1[CH2:5][CH2:2][O:11][CH:10]([C:13]([OH:15])=[O:21])[CH2:9]1)[CH3:7]. (3) Reactant: [CH3:1][O:2][CH2:3][C@@H:4]([NH:6][C:7]([C:9]1[C:17]2[C:12](=[N:13][CH:14]=[C:15]([C:18]3[N:19]=[C:20]([Cl:28])[N:21]4[CH:26]=[C:25]([F:27])[CH:24]=[CH:23][C:22]=34)[N:16]=2)[N:11](COCC[Si](C)(C)C)[CH:10]=1)=[O:8])[CH3:5].FC(F)(F)C(O)=O.C(N)CN. Product: [CH3:1][O:2][CH2:3][C@@H:4]([NH:6][C:7]([C:9]1[C:17]2[C:12](=[N:13][CH:14]=[C:15]([C:18]3[N:19]=[C:20]([Cl:28])[N:21]4[CH:26]=[C:25]([F:27])[CH:24]=[CH:23][C:22]=34)[N:16]=2)[NH:11][CH:10]=1)=[O:8])[CH3:5]. The catalyst class is: 4. (4) Reactant: [OH:1][NH:2][C:3](=[O:35])[CH:4]([N:9]([CH3:34])[C:10]([C:12]1[CH:17]=[CH:16][C:15]([C:18]2[CH:23]=[CH:22][C:21]([O:24][CH2:25][CH2:26][CH2:27][N:28]3[CH2:33][CH2:32][O:31][CH2:30][CH2:29]3)=[CH:20][CH:19]=2)=[CH:14][CH:13]=1)=[O:11])[C:5]([NH:7][CH3:8])=[O:6].[CH3:36][C:37]1[CH:38]=[CH:39][C:40]([S:43]([OH:46])(=[O:45])=[O:44])=[CH:41][CH:42]=1.O. Product: [CH3:36][C:37]1[CH:38]=[CH:39][C:40]([S:43]([OH:46])(=[O:45])=[O:44])=[CH:41][CH:42]=1.[OH:1][NH:2][C:3](=[O:35])[CH:4]([N:9]([CH3:34])[C:10]([C:12]1[CH:13]=[CH:14][C:15]([C:18]2[CH:23]=[CH:22][C:21]([O:24][CH2:25][CH2:26][CH2:27][N:28]3[CH2:33][CH2:32][O:31][CH2:30][CH2:29]3)=[CH:20][CH:19]=2)=[CH:16][CH:17]=1)=[O:11])[C:5]([NH:7][CH3:8])=[O:6]. The catalyst class is: 1. (5) Reactant: [NH2:1][C:2]1[CH:17]=[CH:16][C:5]([C:6]([N:8]2[CH2:12][CH2:11][CH:10]([N:13]([CH3:15])[CH3:14])[CH2:9]2)=[O:7])=[CH:4][CH:3]=1.[N:18]1[C:27]2[C:22](=[CH:23][CH:24]=[CH:25][CH:26]=2)[CH:21]=[CH:20][C:19]=1[C:28](Cl)=[O:29].C(N(C(C)C)CC)(C)C. Product: [CH3:15][N:13]([CH3:14])[CH:10]1[CH2:11][CH2:12][N:8]([C:6]([C:5]2[CH:16]=[CH:17][C:2]([NH:1][C:28]([C:19]3[CH:20]=[CH:21][C:22]4[C:27](=[CH:26][CH:25]=[CH:24][CH:23]=4)[N:18]=3)=[O:29])=[CH:3][CH:4]=2)=[O:7])[CH2:9]1. The catalyst class is: 2. (6) Reactant: [Cl:1][C:2]1[CH:3]=[CH:4][C:5]([CH2:8][O:9][C:10]2[CH:15]=[CH:14][NH:13][C:12](=[O:16])[CH:11]=2)=[N:6][CH:7]=1.Br[C:18]1[CH:23]=[CH:22][C:21]2[C:24]3[CH2:25][N:26]([C:32]([O:34][C:35]([CH3:38])([CH3:37])[CH3:36])=[O:33])[CH2:27][CH2:28][CH2:29][C:30]=3[O:31][C:20]=2[CH:19]=1.C([O-])([O-])=O.[Cs+].[Cs+].CN[C@@H]1CCCC[C@H]1NC. Product: [Cl:1][C:2]1[CH:3]=[CH:4][C:5]([CH2:8][O:9][C:10]2[CH:15]=[CH:14][N:13]([C:18]3[CH:23]=[CH:22][C:21]4[C:24]5[CH2:25][N:26]([C:32]([O:34][C:35]([CH3:38])([CH3:37])[CH3:36])=[O:33])[CH2:27][CH2:28][CH2:29][C:30]=5[O:31][C:20]=4[CH:19]=3)[C:12](=[O:16])[CH:11]=2)=[N:6][CH:7]=1. The catalyst class is: 432.